Dataset: Catalyst prediction with 721,799 reactions and 888 catalyst types from USPTO. Task: Predict which catalyst facilitates the given reaction. (1) Reactant: [Cl:1][C:2]1[N:10]=[C:9]2[C:5]([N:6]([CH2:11][C@H:12]3[CH2:17][CH2:16][C@H:15]([CH3:18])[CH2:14][CH2:13]3)[CH:7]=[N:8]2)=[C:4](Cl)[N:3]=1.[CH3:20][O:21][C:22]1[CH:27]=[C:26]([O:28][CH3:29])[CH:25]=[CH:24][C:23]=1[CH2:30][NH2:31].CCN(C(C)C)C(C)C.O. Product: [Cl:1][C:2]1[N:10]=[C:9]2[C:5]([N:6]([CH2:11][C@H:12]3[CH2:17][CH2:16][C@H:15]([CH3:18])[CH2:14][CH2:13]3)[CH:7]=[N:8]2)=[C:4]([NH:31][CH2:30][C:23]2[CH:24]=[CH:25][C:26]([O:28][CH3:29])=[CH:27][C:22]=2[O:21][CH3:20])[N:3]=1. The catalyst class is: 41. (2) Reactant: [OH:1][C:2]1[CH:7]=[CH:6][C:5]([CH:8]([C:13]2[CH:17]=[CH:16][O:15][N:14]=2)[CH2:9][C:10]([OH:12])=[O:11])=[CH:4][CH:3]=1.[CH3:18]S(O)(=O)=O. Product: [OH:1][C:2]1[CH:7]=[CH:6][C:5]([CH:8]([C:13]2[CH:17]=[CH:16][O:15][N:14]=2)[CH2:9][C:10]([O:12][CH3:18])=[O:11])=[CH:4][CH:3]=1. The catalyst class is: 5.